This data is from Merck oncology drug combination screen with 23,052 pairs across 39 cell lines. The task is: Regression. Given two drug SMILES strings and cell line genomic features, predict the synergy score measuring deviation from expected non-interaction effect. (1) Drug 1: Cn1nnc2c(C(N)=O)ncn2c1=O. Drug 2: CC(C)CC(NC(=O)C(Cc1ccccc1)NC(=O)c1cnccn1)B(O)O. Cell line: OV90. Synergy scores: synergy=-6.85. (2) Drug 1: C=CCn1c(=O)c2cnc(Nc3ccc(N4CCN(C)CC4)cc3)nc2n1-c1cccc(C(C)(C)O)n1. Drug 2: Cn1c(=O)n(-c2ccc(C(C)(C)C#N)cc2)c2c3cc(-c4cnc5ccccc5c4)ccc3ncc21. Cell line: EFM192B. Synergy scores: synergy=-8.92. (3) Drug 1: CN1C(=O)C=CC2(C)C3CCC4(C)C(NC(=O)OCC(F)(F)F)CCC4C3CCC12. Drug 2: CN(C)C(=N)N=C(N)N. Cell line: CAOV3. Synergy scores: synergy=-24.9. (4) Drug 1: COc1cccc2c1C(=O)c1c(O)c3c(c(O)c1C2=O)CC(O)(C(=O)CO)CC3OC1CC(N)C(O)C(C)O1. Drug 2: Cn1nnc2c(C(N)=O)ncn2c1=O. Cell line: KPL1. Synergy scores: synergy=-17.7. (5) Drug 1: CN(C)C(=N)N=C(N)N. Drug 2: C#Cc1cccc(Nc2ncnc3cc(OCCOC)c(OCCOC)cc23)c1. Cell line: CAOV3. Synergy scores: synergy=-11.1.